Dataset: Forward reaction prediction with 1.9M reactions from USPTO patents (1976-2016). Task: Predict the product of the given reaction. (1) Given the reactants [NH2:1][C@@H:2]1[C:8](=[O:9])[NH:7][C:6]2[CH:10]=[CH:11][CH:12]=[CH:13][C:5]=2[CH2:4][CH2:3]1.[O:14](C(OC(C)(C)C)=O)[C:15]([O:17][C:18]([CH3:21])([CH3:20])[CH3:19])=O, predict the reaction product. The product is: [C:18]([O:17][C:15](=[O:14])[NH:1][C@@H:2]1[C:8](=[O:9])[NH:7][C:6]2[CH:10]=[CH:11][CH:12]=[CH:13][C:5]=2[CH2:4][CH2:3]1)([CH3:21])([CH3:20])[CH3:19]. (2) Given the reactants [CH2:1]([N:8]1[C:13](=O)[CH:12]2[CH:10]([CH:11]2[N+:15]([O-:17])=[O:16])[C:9]1=O)[C:2]1[CH:7]=[CH:6][CH:5]=[CH:4][CH:3]=1.B, predict the reaction product. The product is: [CH2:1]([N:8]1[CH2:9][CH:10]2[CH:12]([CH:11]2[N+:15]([O-:17])=[O:16])[CH2:13]1)[C:2]1[CH:3]=[CH:4][CH:5]=[CH:6][CH:7]=1. (3) Given the reactants Cl.[NH:2]1[CH2:7][CH2:6][CH2:5][C@H:4]([NH:8][C:9]([C:11]2[C:15]3[N:16]=[CH:17][N:18]=[C:19]([C:20]4[CH:25]=[C:24]([F:26])[C:23]([O:27][CH3:28])=[CH:22][C:21]=4[O:29][CH2:30][CH:31]4[CH2:33][CH2:32]4)[C:14]=3[NH:13][CH:12]=2)=[O:10])[CH2:3]1.[CH3:34][O:35][CH2:36][C:37](Cl)=[O:38], predict the reaction product. The product is: [CH3:34][O:35][CH2:36][C:37]([N:2]1[CH2:7][CH2:6][CH2:5][C@H:4]([NH:8][C:9]([C:11]2[C:15]3[N:16]=[CH:17][N:18]=[C:19]([C:20]4[CH:25]=[C:24]([F:26])[C:23]([O:27][CH3:28])=[CH:22][C:21]=4[O:29][CH2:30][CH:31]4[CH2:32][CH2:33]4)[C:14]=3[NH:13][CH:12]=2)=[O:10])[CH2:3]1)=[O:38]. (4) Given the reactants [CH:1]1([C:7]2[C:11]([C:12](OCC)=[O:13])=[CH:10][N:9]([C:17]3[CH:22]=[CH:21][C:20]([C:23]([F:26])([F:25])[F:24])=[CH:19][N:18]=3)[N:8]=2)[CH2:6][CH2:5][CH2:4][CH2:3][CH2:2]1.[H-].C([Al+]CC(C)C)C(C)C.Cl, predict the reaction product. The product is: [CH:1]1([C:7]2[C:11]([CH2:12][OH:13])=[CH:10][N:9]([C:17]3[CH:22]=[CH:21][C:20]([C:23]([F:24])([F:26])[F:25])=[CH:19][N:18]=3)[N:8]=2)[CH2:2][CH2:3][CH2:4][CH2:5][CH2:6]1.